This data is from Full USPTO retrosynthesis dataset with 1.9M reactions from patents (1976-2016). The task is: Predict the reactants needed to synthesize the given product. (1) Given the product [NH:1]1[C:9]2[C:4](=[C:5]([NH:10][C:11]3[C:12]4[C:23](=[O:24])[NH:22][CH:21]=[CH:20][C:13]=4[N:14]=[C:15]([S:17][CH3:19])[N:16]=3)[CH:6]=[CH:7][CH:8]=2)[CH:3]=[CH:2]1, predict the reactants needed to synthesize it. The reactants are: [NH:1]1[C:9]2[C:4](=[C:5]([NH:10][C:11]3[C:12]4[C:23](=[O:24])[NH:22][CH:21]=[CH:20][C:13]=4[N:14]=[C:15]([S:17]([CH3:19])=O)[N:16]=3)[CH:6]=[CH:7][CH:8]=2)[CH:3]=[CH:2]1.[C@@H]1(N)CCCC[C@@H]1N. (2) Given the product [CH2:1]([O:8][C:9]1[CH:10]=[CH:11][C:12]([C:15](=[O:17])[CH2:16][Br:18])=[CH:13][CH:14]=1)[C:2]1[CH:3]=[CH:4][CH:5]=[CH:6][CH:7]=1, predict the reactants needed to synthesize it. The reactants are: [CH2:1]([O:8][C:9]1[CH:14]=[CH:13][C:12]([C:15](=[O:17])[CH3:16])=[CH:11][CH:10]=1)[C:2]1[CH:7]=[CH:6][CH:5]=[CH:4][CH:3]=1.[Br-:18].[Br-].[Br-].C1([N+](C)(C)C)C=CC=CC=1.C1([N+](C)(C)C)C=CC=CC=1.C1([N+](C)(C)C)C=CC=CC=1.